From a dataset of Experimentally validated miRNA-target interactions with 360,000+ pairs, plus equal number of negative samples. Binary Classification. Given a miRNA mature sequence and a target amino acid sequence, predict their likelihood of interaction. (1) The miRNA is hsa-miR-504-5p with sequence AGACCCUGGUCUGCACUCUAUC. The protein sequence of the target gene is MATNKSVGVFSSASLAVEYVDSLLPENPLQEPFKNAWVYMLDNYTKFQIATWGSLIVHEAIYFLFSLPGFLFQFIPYMRKYKIQKDKPETFEGQWKCLKKILFNHFFIQLPLICGTYYFTEFFNIPYDWERMPRWYLTLARCLGCAVIEDTWHYFLHRLLHHKRIYKYIHKVHHEFQAPFGIEAEYAHPLETLILGTGFFIGIVLLCDHVILLWAWVTIRLLETIDVHSGYDIPLNPLNLVPFYTGARHHDFHHMNFIGNYASTFTWWDKLFGTDAQYHAYIEKSKKLGKKSD. Result: 0 (no interaction). (2) The miRNA is mmu-miR-3074-1-3p with sequence GAUAUCAGCUCAGUAGGCACCG. The protein sequence of the target gene is MDAALLLNVEGVKKTILHGGTGELPNFITGSRVIFHFRTMKCDEERTVIDDSRQVGQPMHIIIGNMFKLEVWEILLTSMRVHEVAEFWCDTIHTGVYPILSRSLRQMAQGKDPTEWHVHTCGLANMFAYHTLGYEDLDELQKEPQPLVFVIELLQVDAPSDYQRETWNLSNHEKMKAVPVLHGEGNRLFKLGRYEEASSKYQEAIICLRNLQTKEKPWEVQWLKLEKMINTLILNYCQCLLKKEEYYEVLEHTSDILRHHPGIVKAYYVRARAHAEVWNEAEAKADLQKVLELEPSMQKA.... Result: 0 (no interaction). (3) The miRNA is hsa-miR-548o-3p with sequence CCAAAACUGCAGUUACUUUUGC. The protein sequence of the target gene is MLRAPGCLLRTSVAPAAALAAALLSSLARCSLLEPRDPVASSLSPYFGTKTRYEDVNPVLLSGPEAPWRDPELLEGTCTPVQLVALIRHGTRYPTVKQIRKLRQLHGLLQARGSRDGGASSTGSRDLGAALADWPLWYADWMDGQLVEKGRQDMRQLALRLASLFPALFSRENYGRLRLITSSKHRCMDSSAAFLQGLWQHYHPGLPPPDVADMEFGPPTVNDKLMRFFDHCEKFLTEVEKNATALYHVEAFKTGPEMQNILKKVAATLQVPVNDLNADLIQVAFFTCSFDLAIKGVKSP.... Result: 0 (no interaction). (4) The protein sequence of the target gene is MLSASRRALQLLSSANPVRRMGDSASKVISAEEALPGRTEPIPVTAKHHVSGNRTVEPFPEGTQMAVFGMGCFWGAERKFWVLKGVYSTQVGFAGGHTRNPTYKEVCSEKTGHAEVVRVVYRPEHISFEELLKVFWENHDPTQGMRQGNDFGTQYRSAVYPTSAVQMEAALRSKEEYQKVLSKHNFGPITTDIREGQVFYYAEDYHQQYLSKNPDGYCGLGGTGVSCPMAIKK. The miRNA is hsa-miR-6811-5p with sequence AUGCAGGCCUGUGUACAGCACU. Result: 0 (no interaction). (5) The miRNA is hsa-miR-599 with sequence GUUGUGUCAGUUUAUCAAAC. The protein sequence of the target gene is MVDAGGVENITQLPQELPQMMAAAADGLGSIAIDTTQLNMSVTDPTAWATAMNNLGMVPVGLPGQQLVSDSICVPGFDPSLNMMTGITPINPMIPGLGLVPPPPPTEVAVVKEIIHCKSCTLFPQNPNLPPPSTRERPPGCKTVFVGGLPENATEEIIQEVFEQCGDITAIRKSKKNFCHIRFAEEFMVDKAIYLSGYRMRLGSSTDKKDSGRLHVDFAQARDDFYEWECKQRMRAREERHRRKLEEDRLRPPSPPAIMHYSEHEAALLAEKLKDDSKFSEAITVLLSWIERGEVNRRSA.... Result: 1 (interaction).